From a dataset of Full USPTO retrosynthesis dataset with 1.9M reactions from patents (1976-2016). Predict the reactants needed to synthesize the given product. (1) Given the product [CH2:1]([O:3][C:4]([C:6]1[S:10][C:9]2[CH:11]=[C:12]([CH:15]=[O:16])[CH:13]=[CH:14][C:8]=2[CH:7]=1)=[O:5])[CH3:2], predict the reactants needed to synthesize it. The reactants are: [CH2:1]([O:3][C:4]([C:6]1[S:10][C:9]2[CH:11]=[C:12]([CH2:15][OH:16])[CH:13]=[CH:14][C:8]=2[CH:7]=1)=[O:5])[CH3:2]. (2) Given the product [CH3:1][O:2][C:3]1[CH:4]=[CH:5][C:6]([CH2:7][N:8]2[C:12]3=[N:13][CH:14]=[CH:15][C:16]([O:17][C:18]4[CH:19]=[CH:20][C:21]([C:22]([OH:24])=[O:23])=[CH:26][CH:27]=4)=[C:11]3[C:10]([NH:28][C@@H:29]3[CH2:33][CH2:32][N:31]([C:34](=[O:37])[CH2:35][CH3:36])[CH2:30]3)=[N:9]2)=[CH:38][CH:39]=1, predict the reactants needed to synthesize it. The reactants are: [CH3:1][O:2][C:3]1[CH:39]=[CH:38][C:6]([CH2:7][N:8]2[C:12]3=[N:13][CH:14]=[CH:15][C:16]([O:17][C:18]4[CH:27]=[CH:26][C:21]([C:22]([O:24]C)=[O:23])=[CH:20][CH:19]=4)=[C:11]3[C:10]([NH:28][C@@H:29]3[CH2:33][CH2:32][N:31]([C:34](=[O:37])[CH2:35][CH3:36])[CH2:30]3)=[N:9]2)=[CH:5][CH:4]=1.[OH-].[Na+]. (3) Given the product [CH3:1][C:2]1[CH:7]=[CH:6][N:5]=[C:4]2[N:8]([C:14]3[CH:19]=[CH:18][C:17]([O:20][C:29]4[N:28]([CH3:27])[C:32]5=[N:33][CH:34]=[CH:35][CH:36]=[C:31]5[N:30]=4)=[CH:16][CH:15]=3)[C:9]3[N:10]([CH:11]=[CH:12][N:13]=3)[C:3]=12, predict the reactants needed to synthesize it. The reactants are: [CH3:1][C:2]1[CH:7]=[CH:6][N:5]=[C:4]2[N:8]([C:14]3[CH:19]=[CH:18][C:17]([OH:20])=[CH:16][CH:15]=3)[C:9]3[N:10]([CH:11]=[CH:12][N:13]=3)[C:3]=12.CC(C)([O-])C.[K+].[CH3:27][N:28]1[C:32]2=[N:33][CH:34]=[CH:35][CH:36]=[C:31]2[N:30]=[C:29]1S(C)(=O)=O.O. (4) Given the product [N+:7]([C:34]1[CH:28]=[C:33]2[C:32](=[CH:24][CH:25]=1)[CH2:31][CH:30]([N:1]1[CH2:6][CH2:5][O:4][CH2:3][CH2:2]1)[CH2:29]2)([O-:9])=[O:8], predict the reactants needed to synthesize it. The reactants are: [NH:1]1[CH2:6][CH2:5][O:4][CH2:3][CH2:2]1.[N+:7](C1CC2C(=CC=CC=2)C1=O)([O-:9])=[O:8].[BH3-]C#N.[Na+].[CH3:24][C:25](O)=O.[C:28]1([CH3:34])[CH:33]=[CH:32][CH:31]=[CH:30][CH:29]=1. (5) Given the product [CH2:1]([O:3][C:4](=[O:34])[C:5]([NH:30][C:31](=[O:33])[CH3:32])([C:11]1[CH2:20][CH2:19][C:18]2[C:13](=[CH:14][CH:15]=[C:16]([CH2:21][CH2:22][CH2:23][CH2:24][CH2:25][CH2:26][CH2:27][CH3:28])[CH:17]=2)[CH:12]=1)[C:6]([O:8][CH2:9][CH3:10])=[O:7])[CH3:2], predict the reactants needed to synthesize it. The reactants are: [CH2:1]([O:3][C:4](=[O:34])[C:5]([NH:30][C:31](=[O:33])[CH3:32])([CH:11]1[CH2:20][CH2:19][C:18]2[C:13](=[CH:14][CH:15]=[C:16]([CH2:21][CH2:22][CH2:23][CH2:24][CH2:25][CH2:26][CH2:27][CH3:28])[CH:17]=2)[CH:12]1O)[C:6]([O:8][CH2:9][CH3:10])=[O:7])[CH3:2].C(OCC)C. (6) Given the product [C:1]1([CH2:7][CH2:8][CH2:9][NH:10][C:11]([NH:13][C:14]2[CH:19]=[CH:18][CH:17]=[CH:16][N:15]=2)=[O:12])[CH:6]=[CH:5][CH:4]=[CH:3][CH:2]=1, predict the reactants needed to synthesize it. The reactants are: [C:1]1([CH2:7][CH2:8][CH2:9][N:10]=[C:11]=[O:12])[CH:6]=[CH:5][CH:4]=[CH:3][CH:2]=1.[NH2:13][C:14]1[CH:19]=[CH:18][CH:17]=[CH:16][N:15]=1. (7) The reactants are: [C:1]([C:5]1[CH:10]=[CH:9][C:8]([N:11]2[C:15](=[O:16])[C:14]([CH3:18])([CH3:17])[N:13]([CH2:19][C:20]3[CH:25]=[CH:24][N:23]=[C:22](Cl)[CH:21]=3)[C:12]2=[O:27])=[CH:7][CH:6]=1)([CH3:4])([CH3:3])[CH3:2].C(=O)([O-])[O-].[Cs+].[Cs+].[C:34]([NH2:37])(=[O:36])[CH3:35]. Given the product [C:1]([C:5]1[CH:10]=[CH:9][C:8]([N:11]2[C:15](=[O:16])[C:14]([CH3:18])([CH3:17])[N:13]([CH2:19][C:20]3[CH:25]=[CH:24][N:23]=[C:22]([NH:37][C:34](=[O:36])[CH3:35])[CH:21]=3)[C:12]2=[O:27])=[CH:7][CH:6]=1)([CH3:4])([CH3:3])[CH3:2], predict the reactants needed to synthesize it. (8) Given the product [C:1]([O:5][C:6]([NH:8][C@@H:9]1[CH2:16][C@H:12]2[CH2:13][N:14]([C:22]([O:24][CH2:25][C:26]3[CH:31]=[CH:30][CH:29]=[CH:28][CH:27]=3)=[O:23])[CH2:15][C@@:11]2([C:17]([O:19][CH3:20])=[O:18])[CH2:10]1)=[O:7])([CH3:4])([CH3:3])[CH3:2], predict the reactants needed to synthesize it. The reactants are: [C:1]([O:5][C:6]([NH:8][C@@H:9]1[CH2:16][C@H:12]2[CH2:13][NH:14][CH2:15][C@@:11]2([C:17]([O:19][CH3:20])=[O:18])[CH2:10]1)=[O:7])([CH3:4])([CH3:3])[CH3:2].Cl[C:22]([O:24][CH2:25][C:26]1[CH:31]=[CH:30][CH:29]=[CH:28][CH:27]=1)=[O:23]. (9) Given the product [C:1]([OH:32])(=[O:31])[CH2:2][CH2:3][C@H:4]([NH:8][C:9]([C:11]1[CH:12]=[CH:13][C:14]([NH:15][CH2:16][C@H:17]2[NH:28][C:27]3[C:25](=[O:26])[NH:24][C:22]([NH2:23])=[N:21][C:20]=3[NH:19][CH2:18]2)=[CH:29][CH:30]=1)=[O:10])[C:5]([OH:7])=[O:6], predict the reactants needed to synthesize it. The reactants are: [C:1]([OH:32])(=[O:31])[CH2:2][CH2:3][C@H:4]([NH:8][C:9]([C:11]1[CH:30]=[CH:29][C:14]([NH:15][CH2:16][CH:17]2[NH:28][C:27]3[C:25](=[O:26])[NH:24][C:22]([NH2:23])=[N:21][C:20]=3[NH:19][CH2:18]2)=[CH:13][CH:12]=1)=[O:10])[C:5]([OH:7])=[O:6].Cl.